From a dataset of Forward reaction prediction with 1.9M reactions from USPTO patents (1976-2016). Predict the product of the given reaction. Given the reactants [CH:1]([C:3]1[CH:11]=[CH:10][C:6]([C:7]([OH:9])=[O:8])=[CH:5][CH:4]=1)=O.[O:12]1[CH2:17][CH2:16][N:15]([C:18]2[CH:24]=[CH:23][C:21]([NH2:22])=[CH:20][CH:19]=2)[CH2:14][CH2:13]1.C1([SiH3])C=CC=CC=1, predict the reaction product. The product is: [N:15]1([C:18]2[CH:19]=[CH:20][C:21]([NH:22][CH2:1][C:3]3[CH:11]=[CH:10][C:6]([C:7]([OH:9])=[O:8])=[CH:5][CH:4]=3)=[CH:23][CH:24]=2)[CH2:14][CH2:13][O:12][CH2:17][CH2:16]1.